Dataset: Catalyst prediction with 721,799 reactions and 888 catalyst types from USPTO. Task: Predict which catalyst facilitates the given reaction. (1) Reactant: [CH2:1]([N:5]1[CH2:9][C@H:8]2[CH2:10][C:11](=O)[CH2:12][C@H:7]2[CH2:6]1)[CH2:2][CH2:3][CH3:4].Cl.[NH2:15][OH:16].C([O-])(=O)C.[Na+]. Product: [CH2:1]([N:5]1[CH2:9][C@H:8]2[CH2:10][C:11](=[N:15][OH:16])[CH2:12][C@H:7]2[CH2:6]1)[CH2:2][CH2:3][CH3:4]. The catalyst class is: 40. (2) Reactant: [C:1]([C:3]1[CH:8]=[CH:7][C:6]([CH:9]([NH:16][CH2:17][C:18]2[CH:27]=[CH:26][C:21]([C:22]([O:24]C)=[O:23])=[CH:20][CH:19]=2)[C:10]2[N:14]([CH3:15])[CH:13]=[N:12][CH:11]=2)=[CH:5][C:4]=1[C:28]1[C:37]2[C:32](=[CH:33][CH:34]=[CH:35][CH:36]=2)[CH:31]=[CH:30][CH:29]=1)#[N:2].O.[OH-].[Li+:40]. Product: [C:1]([C:3]1[CH:8]=[CH:7][C:6]([CH:9]([NH:16][CH2:17][C:18]2[CH:27]=[CH:26][C:21]([C:22]([O-:24])=[O:23])=[CH:20][CH:19]=2)[C:10]2[N:14]([CH3:15])[CH:13]=[N:12][CH:11]=2)=[CH:5][C:4]=1[C:28]1[C:37]2[C:32](=[CH:33][CH:34]=[CH:35][CH:36]=2)[CH:31]=[CH:30][CH:29]=1)#[N:2].[Li+:40]. The catalyst class is: 24. (3) Product: [CH2:32]([C:14]1([CH2:12][CH3:13])[N:19]=[C:18]([C:20]2[CH:21]=[CH:22][C:23]([F:26])=[CH:24][CH:25]=2)[C:17]2[CH:27]=[CH:28][C:29]([NH:31][S:2]([CH3:1])(=[O:4])=[O:3])=[CH:30][C:16]=2[O:15]1)[CH3:33]. Reactant: [CH3:1][S:2](Cl)(=[O:4])=[O:3].N1C=CC=CC=1.[CH2:12]([C:14]1([CH2:32][CH3:33])[N:19]=[C:18]([C:20]2[CH:25]=[CH:24][C:23]([F:26])=[CH:22][CH:21]=2)[C:17]2[CH:27]=[CH:28][C:29]([NH2:31])=[CH:30][C:16]=2[O:15]1)[CH3:13]. The catalyst class is: 22. (4) Reactant: [Cl:1][C:2]1[CH:7]=[CH:6][C:5]([N:8]2[CH:12]=[CH:11][C:10]([C:13]([F:16])([F:15])[F:14])=[C:9]2[C:17](OC)=[O:18])=[CH:4][CH:3]=1.[H-].[H-].[H-].[H-].[Li+].[Al+3].C(C(C(C([O-])=O)O)O)([O-])=O.[K+].[Na+].C(OCC)C. Product: [Cl:1][C:2]1[CH:3]=[CH:4][C:5]([N:8]2[CH:12]=[CH:11][C:10]([C:13]([F:14])([F:15])[F:16])=[C:9]2[CH2:17][OH:18])=[CH:6][CH:7]=1. The catalyst class is: 1.